Dataset: Catalyst prediction with 721,799 reactions and 888 catalyst types from USPTO. Task: Predict which catalyst facilitates the given reaction. Reactant: [CH3:1][S:2]([O:5][CH3:6])(=[O:4])=[O:3].[Li][CH2:8]CCC.C(OC(N1[CH2:24][CH2:23][CH:22]([O:25][C:26]2[CH:31]=[CH:30][C:29](C=O)=[C:28]([B:34]3[O:38]C(C)(C)[C:36](C)(C)[O:35]3)[CH:27]=2)[CH2:21][CH2:20]1)=O)(C)(C)C. The catalyst class is: 1. Product: [OH:38][B:34]1[C:28]2[CH:27]=[C:26]([O:25][C:22]3[CH:21]=[CH:20][CH:8]=[CH:24][CH:23]=3)[CH:31]=[CH:30][C:29]=2[CH:36]([CH2:1][S:2]([O:5][CH3:6])(=[O:4])=[O:3])[O:35]1.